This data is from Peptide-MHC class I binding affinity with 185,985 pairs from IEDB/IMGT. The task is: Regression. Given a peptide amino acid sequence and an MHC pseudo amino acid sequence, predict their binding affinity value. This is MHC class I binding data. (1) The peptide sequence is TSTLQEQIGW. The MHC is HLA-A23:01 with pseudo-sequence HLA-A23:01. The binding affinity (normalized) is 0. (2) The peptide sequence is NRLKPRDFK. The MHC is HLA-B08:02 with pseudo-sequence HLA-B08:02. The binding affinity (normalized) is 0.0847. (3) The peptide sequence is AEQASQEVKNW. The MHC is HLA-A26:01 with pseudo-sequence HLA-A26:01. The binding affinity (normalized) is 0. (4) The peptide sequence is LAELLEMKYA. The MHC is HLA-A02:03 with pseudo-sequence HLA-A02:03. The binding affinity (normalized) is 0.358. (5) The peptide sequence is MPILTLTRAL. The binding affinity (normalized) is 0.792. The MHC is HLA-B07:02 with pseudo-sequence HLA-B07:02. (6) The peptide sequence is LEELGDGLAM. The MHC is HLA-B40:01 with pseudo-sequence HLA-B40:01. The binding affinity (normalized) is 0.636. (7) The peptide sequence is CMLNNSFYY. The MHC is HLA-A29:02 with pseudo-sequence HLA-A29:02. The binding affinity (normalized) is 0.973.